From a dataset of Full USPTO retrosynthesis dataset with 1.9M reactions from patents (1976-2016). Predict the reactants needed to synthesize the given product. (1) Given the product [N:7]1[C:2]2[CH:3]=[CH:4][CH:5]=[CH:6][C:1]=2[NH:8][CH:9]=1, predict the reactants needed to synthesize it. The reactants are: [C:1]1([NH2:8])[CH:6]=[CH:5][CH:4]=[CH:3][C:2]=1[NH2:7].[CH3:9]N(C)C(=O)C.C(O)CCC.OP(O)(O)=O. (2) Given the product [Cl:22][C:19]1[CH:18]=[CH:17][C:16]([C:7]2[C:6](=[O:23])[C:5]3[CH:4]=[CH:3][C:2]4[NH:1][C:38]([C:37]([F:42])([F:36])[CH3:41])=[N:12][C:11]=4[C:10]=3[O:9][C:8]=2[CH:13]([CH3:14])[CH3:15])=[CH:21][CH:20]=1, predict the reactants needed to synthesize it. The reactants are: [NH2:1][C:2]1[C:11]([NH2:12])=[C:10]2[C:5]([C:6](=[O:23])[C:7]([C:16]3[CH:21]=[CH:20][C:19]([Cl:22])=[CH:18][CH:17]=3)=[C:8]([CH:13]([CH3:15])[CH3:14])[O:9]2)=[CH:4][CH:3]=1.Cl.CCCCCC.C(OCC)C.[F:36][C:37]([F:42])([CH3:41])[C:38](O)=O.